Dataset: Peptide-MHC class I binding affinity with 185,985 pairs from IEDB/IMGT. Task: Regression. Given a peptide amino acid sequence and an MHC pseudo amino acid sequence, predict their binding affinity value. This is MHC class I binding data. The peptide sequence is TPKPAVRFAI. The MHC is HLA-A30:02 with pseudo-sequence HLA-A30:02. The binding affinity (normalized) is 0.348.